This data is from CYP2C9 inhibition data for predicting drug metabolism from PubChem BioAssay. The task is: Regression/Classification. Given a drug SMILES string, predict its absorption, distribution, metabolism, or excretion properties. Task type varies by dataset: regression for continuous measurements (e.g., permeability, clearance, half-life) or binary classification for categorical outcomes (e.g., BBB penetration, CYP inhibition). Dataset: cyp2c9_veith. (1) The molecule is O=C(O)CNC(=O)c1ccccc1O. The result is 0 (non-inhibitor). (2) The compound is O=C(O)CC1(CC(=O)O)Nc2ccccc2SC1=O. The result is 0 (non-inhibitor).